This data is from Forward reaction prediction with 1.9M reactions from USPTO patents (1976-2016). The task is: Predict the product of the given reaction. (1) Given the reactants [OH-].[Na+].[C:3](#N)[CH3:4].[Cl:6][C:7]1[N:12]=[CH:11][C:10]([CH2:13][C:14]#[N:15])=[CH:9][CH:8]=1.BrCCBr, predict the reaction product. The product is: [Cl:6][C:7]1[N:12]=[CH:11][C:10]([C:13]2([C:14]#[N:15])[CH2:4][CH2:3]2)=[CH:9][CH:8]=1. (2) Given the reactants ClC1N=C(C2SC(C(C)C)=NC=2C2C=C(NS(C3C(F)=CC=CC=3F)(=O)=O)C=CC=2)C=CN=1.[NH2:34][C:35]1[C:36]([F:57])=[C:37]([C:41]2[N:42]=[C:43]([C:53]([CH3:56])([CH3:55])[CH3:54])[S:44][C:45]=2[C:46]2[CH:51]=[CH:50][N:49]=[C:48]([NH2:52])[N:47]=2)[CH:38]=[CH:39][CH:40]=1.[CH3:58][C:59]1[CH:64]=[CH:63][C:62]([F:65])=[CH:61][C:60]=1[S:66](Cl)(=[O:68])=[O:67], predict the reaction product. The product is: [NH2:52][C:48]1[N:47]=[C:46]([C:45]2[S:44][C:43]([C:53]([CH3:54])([CH3:56])[CH3:55])=[N:42][C:41]=2[C:37]2[C:36]([F:57])=[C:35]([NH:34][S:66]([C:60]3[CH:61]=[C:62]([F:65])[CH:63]=[CH:64][C:59]=3[CH3:58])(=[O:67])=[O:68])[CH:40]=[CH:39][CH:38]=2)[CH:51]=[CH:50][N:49]=1.